Dataset: Catalyst prediction with 721,799 reactions and 888 catalyst types from USPTO. Task: Predict which catalyst facilitates the given reaction. (1) Reactant: [N:1]1[CH:10]=[CH:9][CH:8]=[C:7]2[C:2]=1[C:3]1[N:14]3[O:15][CH2:16][CH2:17][CH2:18][C:13]3=[N:12][C:4]=1[CH:5]=[N+:6]2[O-].ClC(Cl)(Cl)C([N:23]=C=O)=O. Product: [N:1]1[CH:10]=[CH:9][CH:8]=[C:7]2[C:2]=1[C:3]1[N:14]3[O:15][CH2:16][CH2:17][CH2:18][C:13]3=[N:12][C:4]=1[C:5]([NH2:23])=[N:6]2. The catalyst class is: 4. (2) Reactant: Cl.[CH3:2][O:3][C:4]([C:6]1[CH:25]=[CH:24][C:9]([O:10][C:11]2[CH:23]=[N:22][CH:21]=[CH:20][C:12]=2[C:13]([O:15]C(C)(C)C)=[O:14])=[CH:8][CH:7]=1)=[O:5]. Product: [CH3:2][O:3][C:4]([C:6]1[CH:7]=[CH:8][C:9]([O:10][C:11]2[CH:23]=[N:22][CH:21]=[CH:20][C:12]=2[C:13]([OH:15])=[O:14])=[CH:24][CH:25]=1)=[O:5]. The catalyst class is: 12. (3) Reactant: OC(C(F)(F)F)=O.[Br:8][C:9]1[CH:10]=[C:11]([C:15]2([CH3:28])[N:20]=[C:19]([NH:21]OC)[C:18]3[CH:24]=[CH:25][CH:26]=[CH:27][C:17]=3[O:16]2)[CH:12]=[CH:13][CH:14]=1. Product: [Br:8][C:9]1[CH:10]=[C:11]([C:15]2([CH3:28])[N:20]=[C:19]([NH2:21])[C:18]3[CH:24]=[CH:25][CH:26]=[CH:27][C:17]=3[O:16]2)[CH:12]=[CH:13][CH:14]=1. The catalyst class is: 763. (4) Reactant: [CH2:1]([OH:9])[CH2:2][CH2:3][CH2:4][CH2:5][CH2:6][CH2:7][CH3:8].[C:10](O)(=[O:16])[CH2:11]CCCC. Product: [C:10]([O:9][CH2:1][CH2:2][CH2:3][CH2:4][CH2:5][CH2:6][CH2:7][CH3:8])(=[O:16])[CH3:11]. The catalyst class is: 15. (5) Reactant: [F:1][C:2]1[CH:9]=[C:8](F)[CH:7]=[C:6]([F:11])[C:3]=1[C:4]#[N:5].[C:12]([O:16][C:17](=[O:20])[NH:18][NH2:19])([CH3:15])([CH3:14])[CH3:13].CCN(C(C)C)C(C)C. Product: [C:4]([C:3]1[C:2]([F:1])=[CH:9][C:8]([NH:19][NH:18][C:17]([O:16][C:12]([CH3:15])([CH3:14])[CH3:13])=[O:20])=[CH:7][C:6]=1[F:11])#[N:5]. The catalyst class is: 550. (6) Reactant: N1C=CC=CC=1.Cl[C:8]1[CH:16]=[CH:15][C:11](C(Cl)=O)=[CH:10][C:9]=1[N+:17]([O-:19])=[O:18].NC1C=CC=CC=1.Cl. Product: [N+:17]([C:9]1[CH:10]=[CH:11][CH:15]=[CH:16][CH:8]=1)([O-:19])=[O:18]. The catalyst class is: 7. (7) Reactant: [F:1][C:2]1[CH:3]=[C:4]2[C:9](=[CH:10][CH:11]=1)[N:8]([C:12]1[C:13]([C:26]3[CH:31]=[CH:30][C:29]([F:32])=[CH:28][CH:27]=3)=[N:14][C:15]3[C:20]([N:21]=1)=[CH:19][C:18]([C:22]([O:24]C)=[O:23])=[CH:17][CH:16]=3)[CH2:7][CH2:6][CH2:5]2.[OH-].[Na+]. Product: [F:1][C:2]1[CH:3]=[C:4]2[C:9](=[CH:10][CH:11]=1)[N:8]([C:12]1[C:13]([C:26]3[CH:27]=[CH:28][C:29]([F:32])=[CH:30][CH:31]=3)=[N:14][C:15]3[C:20]([N:21]=1)=[CH:19][C:18]([C:22]([OH:24])=[O:23])=[CH:17][CH:16]=3)[CH2:7][CH2:6][CH2:5]2. The catalyst class is: 24. (8) Reactant: Cl[C:2]1[C:11]2=[N:12][N:13](CC3C=CC(OC)=CC=3)[CH:14]=[C:10]2[C:9]2[CH:8]=[C:7]([O:24][CH3:25])[CH:6]=[CH:5][C:4]=2[N:3]=1.[N+:26]([C:29]1[CH:35]=[CH:34][C:32]([NH2:33])=[CH:31][CH:30]=1)([O-:28])=[O:27].Cl. Product: [CH3:25][O:24][C:7]1[CH:6]=[CH:5][C:4]2[N:3]=[C:2]([NH:33][C:32]3[CH:34]=[CH:35][C:29]([N+:26]([O-:28])=[O:27])=[CH:30][CH:31]=3)[C:11]3=[N:12][NH:13][CH:14]=[C:10]3[C:9]=2[CH:8]=1. The catalyst class is: 71. (9) Reactant: O1CCCOB1[C:7]1[CH:37]=[CH:36][C:10]([C:11]([NH:13][S:14]([C:17]2[CH:22]=[CH:21][C:20]([NH:23][CH2:24][CH2:25][S:26][C:27]3[CH:32]=[CH:31][CH:30]=[CH:29][CH:28]=3)=[C:19]([N+:33]([O-:35])=[O:34])[CH:18]=2)(=[O:16])=[O:15])=[O:12])=[CH:9][CH:8]=1.[F:38][C:39]([F:56])([F:55])[C:40]1[C:49](Cl)=[CH:48][C:47]2[C:42](=[C:43]([C:51]([F:54])([F:53])[F:52])[CH:44]=[CH:45][CH:46]=2)[N:41]=1.P(C(C)(C)C)(C(C)(C)C)C(C)(C)C.C([O-])([O-])=O.[Cs+].[Cs+]. Product: [F:55][C:39]([F:38])([F:56])[C:40]1[CH:49]=[C:48]([C:7]2[CH:8]=[CH:9][C:10]([C:11]([NH:13][S:14]([C:17]3[CH:22]=[CH:21][C:20]([NH:23][CH2:24][CH2:25][S:26][C:27]4[CH:28]=[CH:29][CH:30]=[CH:31][CH:32]=4)=[C:19]([N+:33]([O-:35])=[O:34])[CH:18]=3)(=[O:15])=[O:16])=[O:12])=[CH:36][CH:37]=2)[C:47]2[C:42](=[C:43]([C:51]([F:52])([F:53])[F:54])[CH:44]=[CH:45][CH:46]=2)[N:41]=1. The catalyst class is: 62. (10) Reactant: [CH3:1][S:2](Cl)(=[O:4])=[O:3].[F:6][C:7]1[CH:12]=[CH:11][C:10]([C:13]2[N:18]=[CH:17][C:16]([CH2:19][CH2:20][CH2:21][OH:22])=[CH:15][CH:14]=2)=[CH:9][CH:8]=1.C(OC(=O)CCC1C=NC(Br)=CC=1)C.FC1C=CC(B(O)O)=CC=1.C(N(CC)CC)C. Product: [F:6][C:7]1[CH:12]=[CH:11][C:10]([C:13]2[N:18]=[CH:17][C:16]([CH2:19][CH2:20][CH2:21][O:22][S:2]([CH3:1])(=[O:4])=[O:3])=[CH:15][CH:14]=2)=[CH:9][CH:8]=1. The catalyst class is: 2.